This data is from Reaction yield outcomes from USPTO patents with 853,638 reactions. The task is: Predict the reaction yield, written as a fraction of the theoretical maximum amount of product (1.0 means a 100% yield; for example, 0.34 means a 34% yield). (1) The reactants are [CH3:1][C:2]1[C:3](=[O:14])[O:4][CH2:5][C@@H:6]([C:8]2[CH:13]=[CH:12][CH:11]=[CH:10][CH:9]=2)[N:7]=1. The catalyst is ClCCl.O=[Pt]=O. The product is [CH3:1][C@@H:2]1[NH:7][C@H:6]([C:8]2[CH:13]=[CH:12][CH:11]=[CH:10][CH:9]=2)[CH2:5][O:4][C:3]1=[O:14]. The yield is 0.800. (2) The product is [ClH:24].[NH2:7][CH2:8][C:9]([NH:10][CH:11]([C:18]1[CH:23]=[CH:22][C:21]([Cl:24])=[CH:20][CH:19]=1)[C:12]1[CH:17]=[CH:16][CH:15]=[CH:14][CH:13]=1)=[O:25]. The catalyst is C(OCC)C. The reactants are C(OC(=O)[NH:7][CH2:8][C:9](=[O:25])[NH:10][CH:11]([C:18]1[CH:23]=[CH:22][C:21]([Cl:24])=[CH:20][CH:19]=1)[C:12]1[CH:17]=[CH:16][CH:15]=[CH:14][CH:13]=1)(C)(C)C.Cl. The yield is 1.00. (3) The reactants are [CH2:1]([O:3][CH:4]([CH2:10][C:11]1[CH:16]=[CH:15][C:14]([OH:17])=[C:13]([CH3:18])[CH:12]=1)[C:5]([O:7][CH2:8][CH3:9])=[O:6])[CH3:2].[CH3:19][S:20]([O:23][C:24]1[CH:29]=[CH:28][C:27]([CH2:30][CH2:31]OS(C)(=O)=O)=[CH:26][CH:25]=1)(=[O:22])=[O:21].C(=O)([O-])[O-].[K+].[K+]. The catalyst is CC(=O)CC. The product is [CH2:1]([O:3][CH:4]([CH2:10][C:11]1[CH:16]=[CH:15][C:14]([O:17][CH2:31][CH2:30][C:27]2[CH:26]=[CH:25][C:24]([O:23][S:20]([CH3:19])(=[O:21])=[O:22])=[CH:29][CH:28]=2)=[C:13]([CH3:18])[CH:12]=1)[C:5]([O:7][CH2:8][CH3:9])=[O:6])[CH3:2]. The yield is 0.540. (4) The product is [I:1][C:2]1[C:10]2[C:5](=[CH:6][CH:7]=[C:8]([C:11](=[O:13])[NH:34][CH:33]([C:35]3[CH:40]=[CH:39][CH:38]=[CH:37][CH:36]=3)[C:32]([F:31])([F:41])[F:42])[CH:9]=2)[N:4]([C:15]([O:17][CH2:18][CH:19]([CH3:21])[CH3:20])=[O:16])[N:3]=1. The yield is 0.440. The reactants are [I:1][C:2]1[C:10]2[C:5](=[CH:6][CH:7]=[C:8]([C:11]([OH:13])=O)[CH:9]=2)[NH:4][N:3]=1.Cl[C:15]([O:17][CH2:18][CH:19]([CH3:21])[CH3:20])=[O:16].CCN(C(C)C)C(C)C.[F:31][C:32]([F:42])([F:41])[CH:33]([C:35]1[CH:40]=[CH:39][CH:38]=[CH:37][CH:36]=1)[NH2:34]. The catalyst is CCOC(C)=O.CN(C=O)C. (5) The reactants are N1[C:9]2[C:4](=[CH:5][C:6]([NH:10][N:11]=[C:12]([C:15]#[N:16])[C:13]#[N:14])=[CH:7][CH:8]=2)[CH:3]=N1.NC1C=C2C(=CC=1)[NH:23][N:22]=C2.C(#N)CC#N.O.[NH2:33][NH2:34]. No catalyst specified. The product is [NH:33]1[C:9]2[C:4](=[CH:5][C:6]([NH:10][N:11]=[C:12]3[C:13]([NH2:14])=[N:23][N:22]=[C:15]3[NH2:16])=[CH:7][CH:8]=2)[CH:3]=[N:34]1. The yield is 0.630.